Dataset: Catalyst prediction with 721,799 reactions and 888 catalyst types from USPTO. Task: Predict which catalyst facilitates the given reaction. (1) Reactant: [OH:1][CH2:2][C:3]1[CH:8]=[CH:7][C:6]([S:9]([NH2:12])(=[O:11])=[O:10])=[CH:5][CH:4]=1.[CH3:13][C:14]([Si:17](Cl)([CH3:19])[CH3:18])([CH3:16])[CH3:15].N1C=CN=C1. Product: [Si:17]([O:1][CH2:2][C:3]1[CH:4]=[CH:5][C:6]([S:9]([NH2:12])(=[O:10])=[O:11])=[CH:7][CH:8]=1)([C:14]([CH3:16])([CH3:15])[CH3:13])([CH3:19])[CH3:18]. The catalyst class is: 39. (2) Reactant: [C:1]([C:5]1[CH:6]=[C:7]([NH:28][S:29]([CH3:32])(=[O:31])=[O:30])[C:8]([O:26][CH3:27])=[C:9]([NH:11][C:12]([C:14]2[S:18][C:17]3[C:19]([N+:23]([O-])=O)=[CH:20][CH:21]=[CH:22][C:16]=3[CH:15]=2)=[O:13])[CH:10]=1)([CH3:4])([CH3:3])[CH3:2]. Product: [C:1]([C:5]1[CH:6]=[C:7]([NH:28][S:29]([CH3:32])(=[O:30])=[O:31])[C:8]([O:26][CH3:27])=[C:9]([NH:11][C:12]([C:14]2[S:18][C:17]3[C:19]([NH2:23])=[CH:20][CH:21]=[CH:22][C:16]=3[CH:15]=2)=[O:13])[CH:10]=1)([CH3:4])([CH3:2])[CH3:3]. The catalyst class is: 99. (3) Reactant: [CH3:1][O:2][C:3]1[CH:4]=[C:5]([NH:11][S:12]([CH2:15][C:16]([O:18][CH3:19])=[O:17])(=[O:14])=[O:13])[CH:6]=[CH:7][C:8]=1[O:9][CH3:10].[C:20](O[C:20]([O:22][C:23]([CH3:26])([CH3:25])[CH3:24])=[O:21])([O:22][C:23]([CH3:26])([CH3:25])[CH3:24])=[O:21]. Product: [C:23]([O:22][C:20]([N:11]([C:5]1[CH:6]=[CH:7][C:8]([O:9][CH3:10])=[C:3]([O:2][CH3:1])[CH:4]=1)[S:12]([CH2:15][C:16]([O:18][CH3:19])=[O:17])(=[O:14])=[O:13])=[O:21])([CH3:26])([CH3:25])[CH3:24]. The catalyst class is: 79. (4) Reactant: [C:1]([O:9][CH2:10][CH2:11][O:12][CH2:13][CH2:14][N:15]1[C:23]2[C:22]([Cl:24])=[N:21][CH:20]=[N:19][C:18]=2[CH:17]=[CH:16]1)(=[O:8])[C:2]1[CH:7]=[CH:6][CH:5]=[CH:4][CH:3]=1.[NH2:25][C:26]1[CH:54]=[CH:53][C:29]([O:30][C:31]2[CH:32]=[C:33]([CH:50]=[CH:51][CH:52]=2)[C:34]([O:36]C(C2C=CC=CC=2)C2C=CC=CC=2)=[O:35])=[C:28]([Cl:55])[CH:27]=1.C(=O)([O-])O.[Na+]. Product: [ClH:24].[C:1]([O:9][CH2:10][CH2:11][O:12][CH2:13][CH2:14][N:15]1[C:23]2[C:22]([NH:25][C:26]3[CH:54]=[CH:53][C:29]([O:30][C:31]4[CH:32]=[C:33]([CH:50]=[CH:51][CH:52]=4)[C:34]([OH:36])=[O:35])=[C:28]([Cl:55])[CH:27]=3)=[N:21][CH:20]=[N:19][C:18]=2[CH:17]=[CH:16]1)(=[O:8])[C:2]1[CH:7]=[CH:6][CH:5]=[CH:4][CH:3]=1. The catalyst class is: 32. (5) Reactant: [CH3:1][C:2]1[CH:16]=[CH:15][C:5]([C:6]([NH:8][CH:9](O)[C:10]([Cl:13])([Cl:12])[Cl:11])=[O:7])=[CH:4][CH:3]=1.N1C=CC=CC=1.S(Cl)([Cl:25])=O.C(OCC)C. Product: [CH3:1][C:2]1[CH:16]=[CH:15][C:5]([C:6]([NH:8][CH:9]([Cl:25])[C:10]([Cl:13])([Cl:12])[Cl:11])=[O:7])=[CH:4][CH:3]=1. The catalyst class is: 2. (6) Reactant: N1C=CN=C1.[Cl:6][C:7]1[N:12]=[C:11]([O:13][CH2:14][CH2:15][OH:16])[CH:10]=[CH:9][N:8]=1.[Si:17](Cl)([C:20]([CH3:23])([CH3:22])[CH3:21])([CH3:19])[CH3:18]. Product: [Si:17]([O:16][CH2:15][CH2:14][O:13][C:11]1[CH:10]=[CH:9][N:8]=[C:7]([Cl:6])[N:12]=1)([C:20]([CH3:23])([CH3:22])[CH3:21])([CH3:19])[CH3:18]. The catalyst class is: 4. (7) Reactant: Br[C:2]1[C:11]2[C:6](=[C:7]([C:12]([F:15])([F:14])[F:13])[CH:8]=[CH:9][CH:10]=2)[N:5]=[CH:4][C:3]=1[CH3:16].B([C:20]1[CH:21]=[C:22]([CH:26]=[CH:27][CH:28]=1)[C:23]([OH:25])=[O:24])(O)O.C(=O)([O-])[O-].[Na+].[Na+].Cl. Product: [CH3:16][C:3]1[CH:4]=[N:5][C:6]2[C:11]([C:2]=1[C:20]1[CH:21]=[C:22]([CH:26]=[CH:27][CH:28]=1)[C:23]([OH:25])=[O:24])=[CH:10][CH:9]=[CH:8][C:7]=2[C:12]([F:15])([F:14])[F:13]. The catalyst class is: 70. (8) Reactant: [Br:1][C:2]1[CH:3]=[C:4]([C:11](Cl)=[O:12])[C:5]2[O:9][CH2:8][CH2:7][C:6]=2[CH:10]=1.[NH2:14][C@@H:15]([CH2:26][OH:27])[CH2:16][C:17]1[C:25]2[C:20](=[CH:21][CH:22]=[CH:23][CH:24]=2)[NH:19][CH:18]=1.CN1CCOCC1.CCN=C=NCCCN(C)C. Product: [OH:27][CH2:26][C@H:15]([NH:14][C:11]([C:4]1[C:5]2[O:9][CH2:8][CH2:7][C:6]=2[CH:10]=[C:2]([Br:1])[CH:3]=1)=[O:12])[CH2:16][C:17]1[C:25]2[C:20](=[CH:21][CH:22]=[CH:23][CH:24]=2)[NH:19][CH:18]=1. The catalyst class is: 2.